From a dataset of Full USPTO retrosynthesis dataset with 1.9M reactions from patents (1976-2016). Predict the reactants needed to synthesize the given product. (1) Given the product [OH:1][C:2]1[C:11]2[C:6](=[CH:7][CH:8]=[CH:9][CH:10]=2)[C:5]([CH2:12][CH2:13][C:14]([OH:37])([CH3:15])[CH3:16])([CH3:17])[C:4](=[O:18])[C:3]=1[C:19]1[NH:24][C:23]2[CH:25]=[CH:26][C:27]([NH:29][S:30]([CH3:33])(=[O:32])=[O:31])=[CH:28][C:22]=2[S:21](=[O:35])(=[O:34])[N:20]=1, predict the reactants needed to synthesize it. The reactants are: [OH:1][C:2]1[C:11]2[C:6](=[CH:7][CH:8]=[CH:9][CH:10]=2)[C:5]([CH3:17])([CH2:12][CH:13]=[C:14]([CH3:16])[CH3:15])[C:4](=[O:18])[C:3]=1[C:19]1[NH:24][C:23]2[CH:25]=[CH:26][C:27]([NH:29][S:30]([CH3:33])(=[O:32])=[O:31])=[CH:28][C:22]=2[S:21](=[O:35])(=[O:34])[N:20]=1.Cl.[O:37]1CCOCC1. (2) Given the product [CH2:13]([O:1][C:2]1[CH:10]=[C:9]2[C:5]([CH2:6][CH2:7][C:8]2=[O:11])=[CH:4][CH:3]=1)[C:14]1[CH:19]=[CH:18][CH:17]=[CH:16][CH:15]=1, predict the reactants needed to synthesize it. The reactants are: [OH:1][C:2]1[CH:10]=[C:9]2[C:5]([CH2:6][CH2:7][C:8]2=[O:11])=[CH:4][CH:3]=1.Br[CH2:13][C:14]1[CH:19]=[CH:18][CH:17]=[CH:16][CH:15]=1.C(=O)([O-])[O-].[Cs+].[Cs+]. (3) Given the product [Br:20][C:21]1[CH:22]=[CH:23][C:24]([CH2:27][C:28]([NH:39][N:38]2[CH2:32][CH2:33][CH2:34]/[C:35](=[CH:40]\[C:41]3[CH:46]=[CH:45][C:44]([N:47]4[CH:51]=[C:50]([CH3:52])[N:49]=[CH:48]4)=[C:43]([O:53][CH3:54])[CH:42]=3)/[C:36]2=[O:37])=[O:30])=[CH:25][CH:26]=1, predict the reactants needed to synthesize it. The reactants are: C1C=CC2N(O)N=NC=2C=1.C(N(C(C)C)CC)(C)C.[Br:20][C:21]1[CH:26]=[CH:25][C:24]([CH2:27][C:28]([OH:30])=O)=[CH:23][CH:22]=1.Cl[CH2:32][CH2:33][CH2:34]/[C:35](=[CH:40]\[C:41]1[CH:46]=[CH:45][C:44]([N:47]2[CH:51]=[C:50]([CH3:52])[N:49]=[CH:48]2)=[C:43]([O:53][CH3:54])[CH:42]=1)/[C:36]([NH:38][NH2:39])=[O:37].C(=O)(O)[O-].[Na+]. (4) Given the product [CH2:1]([O:3][C:4]([C:6]1[N:7]([CH3:26])[C:8]([CH2:24][CH3:25])=[C:9]([C:22]#[N:23])[C:10]=1[C:11]1[CH:12]=[CH:13][C:14]([C:17]2[N:18]([CH2:29][CH2:30][CH2:31][CH3:32])[N:19]=[N:20][N:21]=2)=[CH:15][CH:16]=1)=[O:5])[CH3:2], predict the reactants needed to synthesize it. The reactants are: [CH2:1]([O:3][C:4]([C:6]1[N:7]([CH3:26])[C:8]([CH2:24][CH3:25])=[C:9]([C:22]#[N:23])[C:10]=1[C:11]1[CH:16]=[CH:15][C:14]([C:17]2[NH:21][N:20]=[N:19][N:18]=2)=[CH:13][CH:12]=1)=[O:5])[CH3:2].[H-].[Na+].[CH2:29](I)[CH2:30][CH2:31][CH3:32]. (5) The reactants are: [F:1][CH2:2][CH2:3][O:4][C:5]1[CH:10]=[CH:9][C:8]([C:11](=[O:23])/[CH:12]=[CH:13]/[C:14]2[CH:19]=[CH:18][C:17]([N+:20]([O-])=O)=[CH:16][CH:15]=2)=[CH:7][CH:6]=1.Cl[Sn]Cl.[OH-].[Na+]. Given the product [F:1][CH2:2][CH2:3][O:4][C:5]1[CH:6]=[CH:7][C:8]([C:11](=[O:23])/[CH:12]=[CH:13]/[C:14]2[CH:15]=[CH:16][C:17]([NH2:20])=[CH:18][CH:19]=2)=[CH:9][CH:10]=1, predict the reactants needed to synthesize it. (6) Given the product [CH3:43][O:42][N:41]([CH3:40])[C:11]([C:10]1[N:2]([CH3:1])[C:3]2[C:8]([N:9]=1)=[C:7]([N:14]1[CH2:15][CH2:16][CH:17]([N:20]3[C:24]4[CH:25]=[CH:26][CH:27]=[CH:28][C:23]=4[NH:22][C:21]3=[O:29])[CH2:18][CH2:19]1)[N:6]=[CH:5][N:4]=2)=[O:13], predict the reactants needed to synthesize it. The reactants are: [CH3:1][N:2]1[C:10]([C:11]([OH:13])=O)=[N:9][C:8]2[C:3]1=[N:4][CH:5]=[N:6][C:7]=2[N:14]1[CH2:19][CH2:18][CH:17]([N:20]2[C:24]3[CH:25]=[CH:26][CH:27]=[CH:28][C:23]=3[NH:22][C:21]2=[O:29])[CH2:16][CH2:15]1.CCN(C(C)C)C(C)C.Cl.[CH3:40][NH:41][O:42][CH3:43].CN(C(ON1N=NC2C=CC=NC1=2)=[N+](C)C)C.F[P-](F)(F)(F)(F)F. (7) Given the product [CH2:1]([C:5]1[CH:11]=[C:10]2[C:8](=[CH:7][C:6]=1[OH:12])[O:9][C:13](=[O:16])[CH2:14][CH2:15]2)[CH2:2][CH2:3][CH3:4], predict the reactants needed to synthesize it. The reactants are: [CH2:1]([C:5]1[CH:11]=[CH:10][C:8]([OH:9])=[CH:7][C:6]=1[OH:12])[CH2:2][CH2:3][CH3:4].[C:13](O)(=[O:16])[CH:14]=[CH2:15].